The task is: Predict the reactants needed to synthesize the given product.. This data is from Retrosynthesis with 50K atom-mapped reactions and 10 reaction types from USPTO. (1) Given the product CCOC(=O)CSc1nccc(NCc2ccc(Cl)cc2)n1, predict the reactants needed to synthesize it. The reactants are: CCOC(=O)CSc1nccc(Cl)n1.NCc1ccc(Cl)cc1. (2) Given the product CC(C)COC(=O)c1nn(C(C)C)c2ccccc12, predict the reactants needed to synthesize it. The reactants are: CC(C)Br.CC(C)COC(=O)c1n[nH]c2ccccc12. (3) Given the product Cc1ccoc1C(=O)Nc1cccc(C#Cc2cncc(C(=O)N=S(=O)(CCCN3CCC(O)C3)c3ccccc3)c2)c1, predict the reactants needed to synthesize it. The reactants are: Cc1ccoc1C(=O)Nc1cccc(C#Cc2cncc(C(=O)N=S(=O)(CCCBr)c3ccccc3)c2)c1.OC1CCNC1.